From a dataset of Forward reaction prediction with 1.9M reactions from USPTO patents (1976-2016). Predict the product of the given reaction. Given the reactants [C:1]1([N:7]2[C:11]([C:12]3[C:17](=[O:18])[CH:16]=[CH:15][N:14]([CH:19]4[CH2:24][CH2:23][NH:22][CH2:21][CH2:20]4)[N:13]=3)=[CH:10][CH:9]=[N:8]2)[CH:6]=[CH:5][CH:4]=[CH:3][CH:2]=1.[CH3:25][C:26]([CH3:28])=O.C(O)(=O)C.C(O[BH-](OC(=O)C)OC(=O)C)(=O)C.[Na+], predict the reaction product. The product is: [CH3:25][CH:26]([N:22]1[CH2:23][CH2:24][CH:19]([N:14]2[CH:15]=[CH:16][C:17](=[O:18])[C:12]([C:11]3[N:7]([C:1]4[CH:2]=[CH:3][CH:4]=[CH:5][CH:6]=4)[N:8]=[CH:9][CH:10]=3)=[N:13]2)[CH2:20][CH2:21]1)[CH3:28].